From a dataset of Full USPTO retrosynthesis dataset with 1.9M reactions from patents (1976-2016). Predict the reactants needed to synthesize the given product. Given the product [C:1]([C:2]1[C:10](=[O:28])[NH:9][C:11]([CH2:12][CH2:13][O:15][CH3:16])=[C:24]([C:25]([O:27][CH2:29][CH3:30])=[O:26])[CH:4]=1)#[N:7], predict the reactants needed to synthesize it. The reactants are: [C:1](#[N:7])[CH:2]([CH2:4]C#N)O.C[N:9]([CH:11]=[C:12](C(=O)CCOC)[C:13]([O:15][CH2:16]C)=O)[CH3:10].[CH3:24][C:25]([OH:27])=[O:26].[OH2:28].[CH3:29][CH2:30]O.